This data is from Forward reaction prediction with 1.9M reactions from USPTO patents (1976-2016). The task is: Predict the product of the given reaction. (1) Given the reactants [Cl:1][C:2]1[CH:7]=[CH:6][N:5]=[C:4]2[N:8](S(C3C=CC=CC=3)(=O)=O)[CH:9]=[C:10]([C:11]#[N:12])[C:3]=12.[OH-].[Na+].O, predict the reaction product. The product is: [Cl:1][C:2]1[CH:7]=[CH:6][N:5]=[C:4]2[NH:8][CH:9]=[C:10]([C:11]#[N:12])[C:3]=12. (2) The product is: [N+:13]([C:11]1[N:12]=[C:8]2[N:9]([CH:10]=1)[CH2:16][CH2:17][CH:18]([CH2:19][O:20][C:21]1[CH:26]=[CH:25][C:24]([C:27]3[N:28]=[C:29]([CH2:32][C:33]4[CH:38]=[CH:37][C:36]([O:39][C:40]([F:43])([F:42])[F:41])=[CH:35][CH:34]=4)[S:30][CH:31]=3)=[CH:23][CH:22]=1)[O:44]2)([O-:15])=[O:14]. Given the reactants CC(C)([O-])C.[Na+].Cl[C:8]1[N:9]([CH2:16][CH2:17][CH:18]([OH:44])[CH2:19][O:20][C:21]2[CH:26]=[CH:25][C:24]([C:27]3[N:28]=[C:29]([CH2:32][C:33]4[CH:38]=[CH:37][C:36]([O:39][C:40]([F:43])([F:42])[F:41])=[CH:35][CH:34]=4)[S:30][CH:31]=3)=[CH:23][CH:22]=2)[CH:10]=[C:11]([N+:13]([O-:15])=[O:14])[N:12]=1.[Cl-].[NH4+], predict the reaction product. (3) Given the reactants [CH:1]1([C:4](Cl)=[O:5])[CH2:3][CH2:2]1.[NH2:7][C:8]1[C:9]([O:49][CH3:50])=[C:10]([NH:18][C:19]([C:21]2[CH:22]=[CH:23][C:24]([CH3:48])=[C:25]([CH:47]=2)[O:26][C:27]2[CH:32]=[CH:31][N:30]=[C:29]([CH2:33][CH:34]3[CH2:39][CH2:38][N:37]([C:40]([O:42][C:43]([CH3:46])([CH3:45])[CH3:44])=[O:41])[CH2:36][CH2:35]3)[CH:28]=2)=[O:20])[CH:11]=[C:12]([C:14]([CH3:17])([CH3:16])[CH3:15])[CH:13]=1.C(N(CC)CC)C.O, predict the reaction product. The product is: [C:14]([C:12]1[CH:13]=[C:8]([NH:7][C:4]([CH:1]2[CH2:3][CH2:2]2)=[O:5])[C:9]([O:49][CH3:50])=[C:10]([NH:18][C:19]([C:21]2[CH:22]=[CH:23][C:24]([CH3:48])=[C:25]([CH:47]=2)[O:26][C:27]2[CH:32]=[CH:31][N:30]=[C:29]([CH2:33][CH:34]3[CH2:35][CH2:36][N:37]([C:40]([O:42][C:43]([CH3:44])([CH3:45])[CH3:46])=[O:41])[CH2:38][CH2:39]3)[CH:28]=2)=[O:20])[CH:11]=1)([CH3:15])([CH3:16])[CH3:17]. (4) Given the reactants C([O:8][C:9]1[CH:10]=[CH:11][CH:12]=[C:13]2[C:18]=1[N:17]=[C:16]([C:19]1[N:23]3[CH:24]=[CH:25][C:26]([CH2:28][CH3:29])=[CH:27][C:22]3=[N:21][CH:20]=1)[CH:15]=[CH:14]2)C1C=CC=CC=1.C([O-])=O.[NH4+], predict the reaction product. The product is: [CH2:28]([C:26]1[CH:25]=[CH:24][N:23]2[C:19]([C:16]3[CH:15]=[CH:14][C:13]4[C:18](=[C:9]([OH:8])[CH:10]=[CH:11][CH:12]=4)[N:17]=3)=[CH:20][N:21]=[C:22]2[CH:27]=1)[CH3:29].